Dataset: Peptide-MHC class II binding affinity with 134,281 pairs from IEDB. Task: Regression. Given a peptide amino acid sequence and an MHC pseudo amino acid sequence, predict their binding affinity value. This is MHC class II binding data. (1) The peptide sequence is FKTFEAAFTSSSKAA. The MHC is DRB1_0401 with pseudo-sequence DRB1_0401. The binding affinity (normalized) is 0.288. (2) The peptide sequence is PSMGRDIKVQFQSGG. The MHC is HLA-DPA10103-DPB10301 with pseudo-sequence HLA-DPA10103-DPB10301. The binding affinity (normalized) is 0.0401. (3) The binding affinity (normalized) is 0.174. The MHC is DRB1_0901 with pseudo-sequence DRB1_0901. The peptide sequence is QMSIQLINKAVNALI. (4) The peptide sequence is KPLVLNNQNFFWAVK. The MHC is DRB1_0101 with pseudo-sequence DRB1_0101. The binding affinity (normalized) is 0.564. (5) The peptide sequence is ELYKYKVVKIEPLGV. The MHC is DRB5_0101 with pseudo-sequence DRB5_0101. The binding affinity (normalized) is 0.375. (6) The binding affinity (normalized) is 0.367. The MHC is DRB1_0802 with pseudo-sequence DRB1_0802. The peptide sequence is AAPAAGYTPATPAAP. (7) The peptide sequence is EKKYFYATQFEPLAA. The MHC is HLA-DPA10201-DPB10501 with pseudo-sequence HLA-DPA10201-DPB10501. The binding affinity (normalized) is 0.874. (8) The peptide sequence is LRYRYGLFKQRIAKE. The MHC is HLA-DPA10201-DPB11401 with pseudo-sequence HLA-DPA10201-DPB11401. The binding affinity (normalized) is 0.0654. (9) The peptide sequence is FNSLISIAQHLVSDR. The MHC is DRB1_1302 with pseudo-sequence DRB1_1302. The binding affinity (normalized) is 0.565. (10) The MHC is DRB1_0404 with pseudo-sequence DRB1_0404. The binding affinity (normalized) is 0.194. The peptide sequence is QVAQYKALPVVLENA.